Dataset: Experimentally validated miRNA-target interactions with 360,000+ pairs, plus equal number of negative samples. Task: Binary Classification. Given a miRNA mature sequence and a target amino acid sequence, predict their likelihood of interaction. (1) The miRNA is mmu-miR-322-5p with sequence CAGCAGCAAUUCAUGUUUUGGA. The protein sequence of the target gene is MYDNMSTMVYIKEDKLEKLTQDEIISKTKQVIQGLEALKNEHNSILQSLLETLKCLKKDDESNLVEEKSNMIRKSLEMLELGLSEAQVMMALSNHLNAVESEKQKLRAQVRRLCQENQWLRDELANTQQKLQKSEQSVAQLEEEKKHLEFMNQLKKYDDDISPSEDKDTDSTKEPLDDLFPNDEDDPGQGIQQQHSSAAAAAQQGGYEIPARLRTLHNLVIQYASQGRYEVAVPLCKQALEDLEKTSGHDHPDVATMLNILALVYRDQNKYKDAANLLNDALAIREKTLGKDHPAVAATL.... Result: 0 (no interaction). (2) The miRNA is hsa-miR-365a-5p with sequence AGGGACUUUUGGGGGCAGAUGUG. The protein sequence of the target gene is MGSQSSKAPRGDVTAEEAAGASPAKANGQENGHVRSNGDLTPKGEGESPPVNGTDEAAGATGDAIEPAPPSQEAEAKGEVAPKETPKKKKKFSFKKPFKLSGLSFKRNRKEGGGDSSASSPTEEEQEQGEMSACSDEGTAQEGKAAATPESQEPQAKGAEASAASKEGDTEEEAGPQAAEPSTPSGPESGPTPASAEQNE. Result: 0 (no interaction). (3) The miRNA is hsa-miR-6758-5p with sequence UAGAGAGGGGAAGGAUGUGAUGU. Result: 1 (interaction). The protein sequence of the target gene is MEDSYKDRTSLMKGAKDIAREVKKQTVKKVNQAVDRAQDEYTQRSYSRFQDEEDDDDYYPAGETYNGEANDDEGSSEATEGHDEDDEIYEGEYQGIPSMNQAKDSIVSVGQPKGDEYKDRRELESERRADEEELAQQYELIIQECGHGRFQWALFFVLGMALMADGVEVFVVGFVLPSAETDLCIPNSGSGWLGSIVYLGMMVGAFFWGGLADKVGRKQSLLICMSVNGFFAFLSSFVQGYGFFLFCRLLSGFGIGGAIPTVFSYFAEVLAREKRGEHLSWLCMFWMIGGIYASAMAWAI.... (4) Result: 0 (no interaction). The protein sequence of the target gene is MDLFGDLPEPERSPRPAAGKEAQKGPLLFDDLPPASSTDSGSGGPLLFDDLPPASSGDSGSLATSISQMVKTEGKGAKRKTSEEEKNGSEELVEKKVCKASSVIFGLKGYVAERKGEREEMQDAHVILNDITEECRPPSSLITRVSYFAVFDGHGGIRASKFAAQNLHQNLIRKFPKGDVISVEKTVKRCLLDTFKHTDEEFLKQASSQKPAWKDGSTATCVLAVDNILYIANLGDSRAILCRYNEESQKHAALSLSKEHNPTQYEERMRIQKAGGNVRDGRVLGVLEVSRSIGDGQYKR.... The miRNA is mmu-miR-190b-5p with sequence UGAUAUGUUUGAUAUUGGGUUG. (5) The miRNA is hsa-miR-8065 with sequence UGUAGGAACAGUUGAAUUUUGGCU. The protein sequence of the target gene is MTPASGATASLGRLRARPRSRWDAAYLPAVAAVCVARASHVPNGTLRFGVCKARRTMRPLPRRIEVRTKRGPQRPAAPERSPQPRLPPSRHPSRRGPRRHLSGCSAPACRIPTGCRCPCGRPS. Result: 0 (no interaction). (6) The miRNA is hsa-miR-4481 with sequence GGAGUGGGCUGGUGGUU. The protein sequence of the target gene is MNQADPRLRAVCLWTLTSAAMSRGDNCTDLLALGIPSITQAWGLWVLLGAVTLLFLISLAAHLSQWTRGRSRSHPGQGRSGESVEEVPLYGNLHYLQTGRLSQDPEPDQQDPTLGGPARAAEEVMCYTSLQLRPPQGRIPGPGTPVKYSEVVLDSEPKSQASGPEPELYASVCAQTRRARASFPDQAYANSQPAAS. Result: 1 (interaction). (7) The miRNA is mmu-miR-301b-3p with sequence CAGUGCAAUGGUAUUGUCAAAGC. The protein sequence of the target gene is MRHVQAELSPSSEPEAGPSQPPVRQGTLQGGLLMGYSPAGGATSPGVYQVSIFSPSAGASEPPRALKRPAPPTEGPRELKRGPGLGAREGLPPEEPSTVGLLSPEGLGLGLGVASQHFSHHGLCVVEHGGNTTSPWTSGTQSTPWLSSNASFNTLHTRDWAFPDQGGQGCLGETPGPAPSGQLHTLDTDLHNLAQIGGKSPVARVGNGSNPWPRESHGTANGHSPEHTPPGPGPPGPCPTKRRLLPAGETLDVSSEDEGPAPRRRRGTLGCPLAANSSDAKATPFWSHLLPGPKEPVLDP.... Result: 0 (no interaction).